Dataset: Full USPTO retrosynthesis dataset with 1.9M reactions from patents (1976-2016). Task: Predict the reactants needed to synthesize the given product. (1) Given the product [F:22][C:23]([F:29])([F:28])[CH2:24][CH2:25][CH2:26][N:1]1[CH2:6][CH2:5][CH:4]([N:7]2[C:11]3=[C:12]4[S:18][CH:17]=[CH:16][C:13]4=[N:14][CH:15]=[C:10]3[N:9]=[C:8]2[C@H:19]([OH:21])[CH3:20])[CH2:3][CH2:2]1, predict the reactants needed to synthesize it. The reactants are: [NH:1]1[CH2:6][CH2:5][CH:4]([N:7]2[C:11]3=[C:12]4[S:18][CH:17]=[CH:16][C:13]4=[N:14][CH:15]=[C:10]3[N:9]=[C:8]2[C@H:19]([OH:21])[CH3:20])[CH2:3][CH2:2]1.[F:22][C:23]([F:29])([F:28])[CH2:24][CH2:25][CH:26]=O.C(O[BH-](OC(=O)C)OC(=O)C)(=O)C.C[N+](C)(C)C. (2) The reactants are: [H-].[H-].[H-].[H-].[Li+].[Al+3].[CH2:7]([N:14]1[C:20](=O)[CH:19]([C:22](OC)=[O:23])[CH2:18][O:17][CH2:16][CH:15]1[CH3:26])[C:8]1[CH:13]=[CH:12][CH:11]=[CH:10][CH:9]=1. Given the product [CH2:7]([N:14]1[CH2:20][CH:19]([CH2:22][OH:23])[CH2:18][O:17][CH2:16][CH:15]1[CH3:26])[C:8]1[CH:9]=[CH:10][CH:11]=[CH:12][CH:13]=1, predict the reactants needed to synthesize it. (3) Given the product [NH2:5][C:4]1[NH:3][N:2]=[C:7]([C:9]2[CH:14]=[CH:13][C:12]([N:15]3[CH2:20][CH2:19][N:18]([C:21]([O:23][C:24]([CH3:27])([CH3:26])[CH3:25])=[O:22])[CH2:17][CH2:16]3)=[CH:11][CH:10]=2)[CH:6]=1, predict the reactants needed to synthesize it. The reactants are: O.[NH2:2][NH2:3].[C:4]([CH2:6][C:7]([C:9]1[CH:14]=[CH:13][C:12]([N:15]2[CH2:20][CH2:19][N:18]([C:21]([O:23][C:24]([CH3:27])([CH3:26])[CH3:25])=[O:22])[CH2:17][CH2:16]2)=[CH:11][CH:10]=1)=O)#[N:5]. (4) Given the product [CH2:1]([O:3][C:4]([C:6]1[CH2:10][CH2:9][CH2:8][C:7]=1[NH:18][CH2:17][C:16]1[CH:19]=[CH:20][C:13]([Cl:12])=[CH:14][CH:15]=1)=[O:5])[CH3:2], predict the reactants needed to synthesize it. The reactants are: [CH2:1]([O:3][C:4]([CH:6]1[CH2:10][CH2:9][CH2:8][C:7]1=O)=[O:5])[CH3:2].[Cl:12][C:13]1[CH:20]=[CH:19][C:16]([CH2:17][NH2:18])=[CH:15][CH:14]=1.C([BH3-])#N.[Na+]. (5) Given the product [CH3:46][N:45]([C:42]1[S:43][CH:44]=[C:40]([CH2:39][CH2:38][O:1][C:2]2[CH:7]=[CH:6][C:5]([NH:8][C:9]([C:11]3[CH:16]=[CH:15][CH:14]=[CH:13][C:12]=3[C:17]3[CH:22]=[CH:21][C:20]([C:23]([F:24])([F:25])[F:26])=[CH:19][CH:18]=3)=[O:10])=[CH:4][CH:3]=2)[N:41]=1)[C:47](=[O:48])[O:49][C:50]([CH3:53])([CH3:52])[CH3:51], predict the reactants needed to synthesize it. The reactants are: [OH:1][C:2]1[CH:7]=[CH:6][C:5]([NH:8][C:9]([C:11]2[C:12]([C:17]3[CH:22]=[CH:21][C:20]([C:23]([F:26])([F:25])[F:24])=[CH:19][CH:18]=3)=[CH:13][CH:14]=[CH:15][CH:16]=2)=[O:10])=[CH:4][CH:3]=1.CC1C=CC(S(O[CH2:38][CH2:39][C:40]2[N:41]=[C:42]([N:45]([C:47]([O:49][C:50]([CH3:53])([CH3:52])[CH3:51])=[O:48])[CH3:46])[S:43][CH:44]=2)(=O)=O)=CC=1.C(=O)([O-])[O-].[K+].[K+]. (6) Given the product [OH:12][C:2]1([CH3:1])[CH2:11][CH2:10][C:5](=[O:6])[CH2:4][CH2:3]1, predict the reactants needed to synthesize it. The reactants are: [CH3:1][C:2]1([OH:12])[CH2:11][CH2:10][C:5]2(OCC[O:6]2)[CH2:4][CH2:3]1.Cl.C(=O)([O-])[O-].[Na+].[Na+]. (7) Given the product [C:3]([SiH2:7][O:8][C:9]([CH3:18])([CH3:17])[C:10]1[O:14][N:13]=[C:12]([CH:15]=[O:16])[CH:11]=1)([CH3:6])([CH3:4])[CH3:5], predict the reactants needed to synthesize it. The reactants are: N#N.[C:3]([SiH2:7][O:8][C:9]([CH3:18])([CH3:17])[C:10]1[O:14][N:13]=[C:12]([CH2:15][OH:16])[CH:11]=1)([CH3:6])([CH3:5])[CH3:4].